This data is from Forward reaction prediction with 1.9M reactions from USPTO patents (1976-2016). The task is: Predict the product of the given reaction. Given the reactants C(O[BH-](OC(=O)C)OC(=O)C)(=O)C.[Na+].[F:15][C:16]1[CH:17]=[C:18]2[C:22](=[CH:23][CH:24]=1)[NH:21][CH2:20][CH2:19]2.O=[C:26]1[CH2:31][CH2:30][N:29]([C:32]([O:34][C:35]([CH3:38])([CH3:37])[CH3:36])=[O:33])[CH2:28][CH2:27]1.C(O)(=O)C.C(=O)([O-])O.[Na+], predict the reaction product. The product is: [F:15][C:16]1[CH:17]=[C:18]2[C:22](=[CH:23][CH:24]=1)[N:21]([CH:26]1[CH2:31][CH2:30][N:29]([C:32]([O:34][C:35]([CH3:38])([CH3:37])[CH3:36])=[O:33])[CH2:28][CH2:27]1)[CH2:20][CH2:19]2.